The task is: Binary Classification. Given a miRNA mature sequence and a target amino acid sequence, predict their likelihood of interaction.. This data is from Experimentally validated miRNA-target interactions with 360,000+ pairs, plus equal number of negative samples. (1) The miRNA is hsa-miR-4720-5p with sequence CCUGGCAUAUUUGGUAUAACUU. The protein sequence of the target gene is MKYTKCNFMMSVLGIIIYVTDLVADIVLSVRYFHDGQYVLGVLTLSFVLCGTLIVHCFSYSWLKADLEKAGQENERYFLLLHCLQGGVFTRYWFALRTGYHVVFKHSDRKSNFMEEQTDPHKEAIDMATDLSMLRLFETYLEGCPQLILQLYAFLECGQANLSQCMVIMVSCCAISWSTVDYQIALRKSLPDKNLLRGLWPKLMYLFYKLLTLLSWMLSVVLLLFVDVRVALLLLLFLWITGFIWAFINHTQFCNSVSMEFLYRIVVGFILVFTFFNIKGQNTKCPMSCYYTVRVLGTLG.... Result: 0 (no interaction). (2) The miRNA is hsa-miR-5587-3p with sequence GCCCCGGGCAGUGUGAUCAUC. The protein sequence of the target gene is MQNRTGLILCALSLLTGFLMICLGGFFISNSIFHSQRNLVVAYVLLPMGFVILLSGIFWGTYRQANENKEMFNHVLRQHLAFQDLPLATVDRPDFYPPAYEESLDVEKQACPAGRELLGFPPPLYTETNLEFEHLEDPQPEAPPPYQEIIADAGAPAKAQDAEEPSRVLKAGTALQLTELTGR. Result: 0 (no interaction).